Dataset: NCI-60 drug combinations with 297,098 pairs across 59 cell lines. Task: Regression. Given two drug SMILES strings and cell line genomic features, predict the synergy score measuring deviation from expected non-interaction effect. (1) Drug 1: CC12CCC(CC1=CCC3C2CCC4(C3CC=C4C5=CN=CC=C5)C)O. Drug 2: CC(C1=C(C=CC(=C1Cl)F)Cl)OC2=C(N=CC(=C2)C3=CN(N=C3)C4CCNCC4)N. Cell line: COLO 205. Synergy scores: CSS=11.4, Synergy_ZIP=-0.700, Synergy_Bliss=6.10, Synergy_Loewe=0.140, Synergy_HSA=0.482. (2) Drug 1: C1C(C(OC1N2C=NC3=C(N=C(N=C32)Cl)N)CO)O. Drug 2: C(CN)CNCCSP(=O)(O)O. Cell line: CAKI-1. Synergy scores: CSS=28.4, Synergy_ZIP=1.02, Synergy_Bliss=0.994, Synergy_Loewe=-29.6, Synergy_HSA=-0.458. (3) Drug 1: CC1C(C(=O)NC(C(=O)N2CCCC2C(=O)N(CC(=O)N(C(C(=O)O1)C(C)C)C)C)C(C)C)NC(=O)C3=C4C(=C(C=C3)C)OC5=C(C(=O)C(=C(C5=N4)C(=O)NC6C(OC(=O)C(N(C(=O)CN(C(=O)C7CCCN7C(=O)C(NC6=O)C(C)C)C)C)C(C)C)C)N)C. Drug 2: CC1=C2C(C(=O)C3(C(CC4C(C3C(C(C2(C)C)(CC1OC(=O)C(C(C5=CC=CC=C5)NC(=O)OC(C)(C)C)O)O)OC(=O)C6=CC=CC=C6)(CO4)OC(=O)C)O)C)O. Cell line: SF-268. Synergy scores: CSS=6.00, Synergy_ZIP=-1.17, Synergy_Bliss=2.15, Synergy_Loewe=-2.46, Synergy_HSA=-1.65. (4) Drug 1: C1CCC(C1)C(CC#N)N2C=C(C=N2)C3=C4C=CNC4=NC=N3. Drug 2: CC12CCC3C(C1CCC2=O)CC(=C)C4=CC(=O)C=CC34C. Cell line: T-47D. Synergy scores: CSS=2.62, Synergy_ZIP=-6.38, Synergy_Bliss=1.17, Synergy_Loewe=-15.4, Synergy_HSA=-3.20. (5) Drug 1: CC1OCC2C(O1)C(C(C(O2)OC3C4COC(=O)C4C(C5=CC6=C(C=C35)OCO6)C7=CC(=C(C(=C7)OC)O)OC)O)O. Drug 2: C1=CC=C(C(=C1)C(C2=CC=C(C=C2)Cl)C(Cl)Cl)Cl. Cell line: PC-3. Synergy scores: CSS=19.2, Synergy_ZIP=-2.23, Synergy_Bliss=0.261, Synergy_Loewe=-18.8, Synergy_HSA=1.09. (6) Drug 1: CC1=C2C(C(=O)C3(C(CC4C(C3C(C(C2(C)C)(CC1OC(=O)C(C(C5=CC=CC=C5)NC(=O)C6=CC=CC=C6)O)O)OC(=O)C7=CC=CC=C7)(CO4)OC(=O)C)O)C)OC(=O)C. Drug 2: CN(C(=O)NC(C=O)C(C(C(CO)O)O)O)N=O. Cell line: KM12. Synergy scores: CSS=32.3, Synergy_ZIP=0.863, Synergy_Bliss=-0.416, Synergy_Loewe=-41.9, Synergy_HSA=-0.740. (7) Drug 1: CN1C(=O)N2C=NC(=C2N=N1)C(=O)N. Drug 2: C(CN)CNCCSP(=O)(O)O. Synergy scores: CSS=-0.345, Synergy_ZIP=0.243, Synergy_Bliss=0.372, Synergy_Loewe=-3.93, Synergy_HSA=-1.37. Cell line: A498.